Regression. Given two drug SMILES strings and cell line genomic features, predict the synergy score measuring deviation from expected non-interaction effect. From a dataset of NCI-60 drug combinations with 297,098 pairs across 59 cell lines. (1) Drug 1: CCN(CC)CCNC(=O)C1=C(NC(=C1C)C=C2C3=C(C=CC(=C3)F)NC2=O)C. Drug 2: C(CC(=O)O)C(=O)CN.Cl. Cell line: SNB-75. Synergy scores: CSS=4.54, Synergy_ZIP=-2.25, Synergy_Bliss=-1.55, Synergy_Loewe=-1.05, Synergy_HSA=-2.85. (2) Drug 1: CC(CN1CC(=O)NC(=O)C1)N2CC(=O)NC(=O)C2. Drug 2: CCC1(CC2CC(C3=C(CCN(C2)C1)C4=CC=CC=C4N3)(C5=C(C=C6C(=C5)C78CCN9C7C(C=CC9)(C(C(C8N6C=O)(C(=O)OC)O)OC(=O)C)CC)OC)C(=O)OC)O.OS(=O)(=O)O. Cell line: RXF 393. Synergy scores: CSS=24.9, Synergy_ZIP=-7.42, Synergy_Bliss=-0.297, Synergy_Loewe=-30.9, Synergy_HSA=2.51.